Dataset: Catalyst prediction with 721,799 reactions and 888 catalyst types from USPTO. Task: Predict which catalyst facilitates the given reaction. (1) Reactant: FC(F)(F)S(O[C:7]1[CH:21]=[C:20]2[C:10]([CH2:11][CH2:12][C:13]3([O:19]2)[CH2:18][CH2:17][CH2:16][CH2:15][CH2:14]3)=[CH:9][CH:8]=1)(=O)=O.[CH3:24][C:25]1([CH3:41])[C:29]([CH3:31])([CH3:30])[O:28][B:27]([B:27]2[O:28][C:29]([CH3:31])([CH3:30])[C:25]([CH3:41])([CH3:24])[O:26]2)[O:26]1.CC([O-])=O.[K+]. Product: [CH3:24][C:25]1([CH3:41])[C:29]([CH3:31])([CH3:30])[O:28][B:27]([C:7]2[CH:21]=[C:20]3[C:10]([CH2:11][CH2:12][C:13]4([O:19]3)[CH2:18][CH2:17][CH2:16][CH2:15][CH2:14]4)=[CH:9][CH:8]=2)[O:26]1. The catalyst class is: 75. (2) Reactant: [CH2:1]([N:8]1[C:12]2[CH:13]=[CH:14][C:15]3[N:16]([C:17]([CH3:20])=[N:18][N:19]=3)[C:11]=2[CH:10]=[C:9]1[C:21]1[CH:25]=[CH:24][N:23]([CH2:26][CH2:27][C:28]([OH:30])=O)[N:22]=1)[C:2]1[CH:7]=[CH:6][CH:5]=[CH:4][CH:3]=1.[CH:31]([N:34](CC)C(C)C)(C)[CH3:32].F[P-](F)(F)(F)(F)F.C[N+](C)=C(N(C)C)ON1C2N=CC=CC=2N=N1.C(N)C. Product: [CH2:1]([N:8]1[C:12]2[CH:13]=[CH:14][C:15]3[N:16]([C:17]([CH3:20])=[N:18][N:19]=3)[C:11]=2[CH:10]=[C:9]1[C:21]1[CH:25]=[CH:24][N:23]([CH2:26][CH2:27][C:28]([NH:34][CH2:31][CH3:32])=[O:30])[N:22]=1)[C:2]1[CH:7]=[CH:6][CH:5]=[CH:4][CH:3]=1. The catalyst class is: 121. (3) Reactant: [Cl:1][C:2]1[N:7]=[C:6]([C:8]2[CH:13]=[CH:12][C:11]([O:14]C)=[CH:10][CH:9]=2)[CH:5]=[CH:4][N:3]=1.B(Br)(Br)Br. Product: [Cl:1][C:2]1[N:7]=[C:6]([C:8]2[CH:13]=[CH:12][C:11]([OH:14])=[CH:10][CH:9]=2)[CH:5]=[CH:4][N:3]=1. The catalyst class is: 4. (4) Reactant: [CH3:1][N:2]([C:4]1[C:9]2[CH2:10][C@@H:11]3[C:21]([C:22](=[O:23])[C:8]=2[C:7]([OH:33])=[CH:6][CH:5]=1)=[C:20]([OH:24])[C@@:19]1([OH:25])[C@H:13]([C@H:14]([N:30]([CH3:32])[CH3:31])[C:15]([OH:29])=[C:16]([C:26]([NH2:28])=[O:27])[C:17]1=[O:18])[CH2:12]3)[CH3:3].Cl.[Cl-].[Mg+2:36].[Cl-]. Product: [Mg:36].[CH3:3][N:2]([C:4]1[C:9]2[CH2:10][C@@H:11]3[C:21]([C:22](=[O:23])[C:8]=2[C:7]([OH:33])=[CH:6][CH:5]=1)=[C:20]([OH:24])[C@@:19]1([OH:25])[C@H:13]([C@H:14]([N:30]([CH3:32])[CH3:31])[C:15]([OH:29])=[C:16]([C:26]([NH2:28])=[O:27])[C:17]1=[O:18])[CH2:12]3)[CH3:1]. The catalyst class is: 8. (5) Reactant: [CH3:1][O:2][CH2:3][C:4]1[N:5]=[C:6]([CH3:26])[NH:7][C:8](=[O:25])[C:9]=1[CH2:10][C:11]1[CH:16]=[CH:15][C:14]([C:17]2[C:18]([C:23]#[N:24])=[CH:19][CH:20]=[CH:21][CH:22]=2)=[CH:13][CH:12]=1.[H-].[Na+].CN(C)C=O.Br[CH2:35][C:36]1[S:37][CH:38]=[CH:39][CH:40]=1. Product: [CH3:1][O:2][CH2:3][C:4]1[N:5]=[C:6]([CH3:26])[N:7]([CH2:35][C:36]2[S:37][CH:38]=[CH:39][CH:40]=2)[C:8](=[O:25])[C:9]=1[CH2:10][C:11]1[CH:16]=[CH:15][C:14]([C:17]2[C:18]([C:23]#[N:24])=[CH:19][CH:20]=[CH:21][CH:22]=2)=[CH:13][CH:12]=1. The catalyst class is: 13. (6) Reactant: [O:1]=[C:2]1[C@@H:8]([NH:9][C:10](=[O:16])[O:11][C:12]([CH3:15])([CH3:14])[CH3:13])[CH2:7][O:6][C:5]2[C:17]([C:21]([F:24])([F:23])[F:22])=[CH:18][CH:19]=[CH:20][C:4]=2[NH:3]1.[Br:25][C:26]1[CH:27]=[C:28]2[C:33](=[CH:34][CH:35]=1)[C:32]([CH2:36]Cl)=[C:31]([O:38][CH3:39])[CH:30]=[CH:29]2.[Na+].[I-].C([O-])([O-])=O.[Cs+].[Cs+]. Product: [Br:25][C:26]1[CH:27]=[C:28]2[C:33](=[CH:34][CH:35]=1)[C:32]([CH2:36][N:3]1[C:2](=[O:1])[C@@H:8]([NH:9][C:10](=[O:16])[O:11][C:12]([CH3:13])([CH3:14])[CH3:15])[CH2:7][O:6][C:5]3[C:17]([C:21]([F:24])([F:22])[F:23])=[CH:18][CH:19]=[CH:20][C:4]1=3)=[C:31]([O:38][CH3:39])[CH:30]=[CH:29]2. The catalyst class is: 31. (7) Reactant: CN(C)[C:3](=[O:5])[CH3:4].[CH3:7][C:8]([CH3:13])([CH3:12])[CH2:9][CH:10]=[CH2:11].N1C(C)=CC(C)=CC=1C. Product: [CH3:7][C:8]([CH3:13])([CH3:12])[CH2:9][CH:10]1[CH2:11][C:3](=[O:5])[CH2:4]1. The catalyst class is: 2. (8) Reactant: [CH3:1][C:2]([CH3:20])([CH:12](O)[C:13]1[CH:18]=[CH:17][N:16]=[CH:15][CH:14]=1)[C:3]([O:5][CH2:6][CH2:7][Si:8]([CH3:11])([CH3:10])[CH3:9])=[O:4].ClC1C=CC=C(C(OO)=O)C=1.C[Si]([C:36]#[N:37])(C)C.CN(C)C(Cl)=O. Product: [CH3:1][C:2]([CH3:20])([CH2:12][C:13]1[CH:18]=[CH:17][N:16]=[C:15]([C:36]#[N:37])[CH:14]=1)[C:3]([O:5][CH2:6][CH2:7][Si:8]([CH3:11])([CH3:10])[CH3:9])=[O:4]. The catalyst class is: 84. (9) Reactant: O[C@H:2]1[C@H:9]2[C@H](O[C:7]([CH3:11])(C)[O:8]2)O[C@H]1C(O)=O.C[N:16]([C:18]([O:22]N1N=NC2C=CC=CC1=2)=[N+:19](C)C)C.[B-](F)(F)(F)F.CN1CCOCC1.N1CCOCC1. Product: [N:16]1([C:18]([NH2:19])=[O:22])[CH2:11][CH2:7][O:8][CH2:9][CH2:2]1. The catalyst class is: 1. (10) Reactant: [CH:1]1[C:6]2[C:7]([N:16]3[CH2:21][CH2:20][N:19]([CH2:22][CH2:23][O:24][CH2:25][CH2:26][OH:27])[CH:18]([CH2:28][NH:29]C(=O)C(F)(F)F)[CH2:17]3)=[N:8][C:9]3[CH:15]=[CH:14][CH:13]=[CH:12][C:10]=3[S:11][C:5]=2[CH:4]=[CH:3][CH:2]=1.C(=O)([O-])[O-].[K+].[K+]. Product: [NH2:29][CH2:28][CH:18]1[CH2:17][N:16]([C:7]2[C:6]3[CH:1]=[CH:2][CH:3]=[CH:4][C:5]=3[S:11][C:10]3[CH:12]=[CH:13][CH:14]=[CH:15][C:9]=3[N:8]=2)[CH2:21][CH2:20][N:19]1[CH2:22][CH2:23][O:24][CH2:25][CH2:26][OH:27]. The catalyst class is: 5.